From a dataset of HIV replication inhibition screening data with 41,000+ compounds from the AIDS Antiviral Screen. Binary Classification. Given a drug SMILES string, predict its activity (active/inactive) in a high-throughput screening assay against a specified biological target. The drug is S=C(S)N1CCN(c2ccccc2)CC1.[NaH]. The result is 0 (inactive).